This data is from Full USPTO retrosynthesis dataset with 1.9M reactions from patents (1976-2016). The task is: Predict the reactants needed to synthesize the given product. (1) Given the product [CH3:43][N:42]([CH3:44])[CH2:41][C:40]([NH:39][C:37]1[C:36]([CH3:46])=[CH:35][C:34]([O:47][CH3:48])=[C:33]([NH:32][C:3]2[NH:4][C:5]3=[N:21][CH:20]=[CH:19][C:6]3=[C:7]([NH:8][C:9]3[CH:10]=[CH:11][CH:12]=[C:13]([F:18])[C:14]=3[C:15]([NH2:50])=[O:17])[N:16]=2)[CH:38]=1)=[O:45], predict the reactants needed to synthesize it. The reactants are: Cl.Cl[C:3]1[N:16]2[C:7](=[N:8][C:9]3[C:14]([C:15]2=[O:17])=[C:13]([F:18])[CH:12]=[CH:11][CH:10]=3)[C:6]2[CH:19]=[CH:20][N:21](S(C3C=CC(C)=CC=3)(=O)=O)[C:5]=2[N:4]=1.[NH2:32][C:33]1[C:34]([O:47][CH3:48])=[CH:35][C:36]([CH3:46])=[C:37]([NH:39][C:40](=[O:45])[CH2:41][N:42]([CH3:44])[CH3:43])[CH:38]=1.[OH-].[NH4+:50]. (2) Given the product [Br-:1].[CH:2]1([P+:13]([C:14]2[CH:15]=[CH:16][CH:17]=[CH:18][CH:19]=2)([C:20]2[CH:25]=[CH:24][CH:23]=[CH:22][CH:21]=2)[C:7]2[CH:8]=[CH:9][CH:10]=[CH:11][CH:12]=2)[CH2:6][CH2:5][CH2:4][CH2:3]1, predict the reactants needed to synthesize it. The reactants are: [Br:1][CH:2]1[CH2:6][CH2:5][CH2:4][CH2:3]1.[C:7]1([P:13]([C:20]2[CH:25]=[CH:24][CH:23]=[CH:22][CH:21]=2)[C:14]2[CH:19]=[CH:18][CH:17]=[CH:16][CH:15]=2)[CH:12]=[CH:11][CH:10]=[CH:9][CH:8]=1. (3) Given the product [N:5]1[C:4]2[S:8][CH:9]=[CH:10][C:3]=2[C:2]([N:15]2[CH2:16][CH2:17][CH:12]([OH:11])[CH2:13][CH2:14]2)=[N:7][CH:6]=1, predict the reactants needed to synthesize it. The reactants are: Cl[C:2]1[C:3]2[CH:10]=[CH:9][S:8][C:4]=2[N:5]=[CH:6][N:7]=1.[OH:11][CH:12]1[CH2:17][CH2:16][NH:15][CH2:14][CH2:13]1. (4) Given the product [NH2:22][C:10]1[CH:9]=[CH:8][C:7]([O:6][CH:3]([CH2:4][CH3:5])[CH2:1][CH3:2])=[CH:12][C:11]=1[CH2:13][NH:14][C:15](=[O:21])[O:16][C:17]([CH3:18])([CH3:20])[CH3:19], predict the reactants needed to synthesize it. The reactants are: [CH2:1]([CH:3]([O:6][C:7]1[CH:8]=[CH:9][C:10]([N+:22]([O-])=O)=[C:11]([CH2:13][NH:14][C:15](=[O:21])[O:16][C:17]([CH3:20])([CH3:19])[CH3:18])[CH:12]=1)[CH2:4][CH3:5])[CH3:2].[Cl-].[NH4+].C(O)C. (5) Given the product [C:31]([C:28]1[CH:29]=[CH:30][C:25]([C:24]([NH:23][C@@H:15]([CH2:14][C:11]2[CH:10]=[CH:9][C:8]([C:5]3[N:6]=[CH:7][C:2]([N:50]4[CH2:51][CH2:52][CH:47]([C:43]([CH3:46])([CH3:45])[CH3:44])[CH2:48][CH2:49]4)=[CH:3][N:4]=3)=[CH:13][CH:12]=2)[C:16]([OH:18])=[O:17])=[O:35])=[CH:26][CH:27]=1)([CH3:32])([CH3:34])[CH3:33], predict the reactants needed to synthesize it. The reactants are: Br[C:2]1[CH:3]=[N:4][C:5]([C:8]2[CH:13]=[CH:12][C:11]([CH2:14][C@H:15]([NH:23][C:24](=[O:35])[C:25]3[CH:30]=[CH:29][C:28]([C:31]([CH3:34])([CH3:33])[CH3:32])=[CH:27][CH:26]=3)[C:16]([O:18]C(C)(C)C)=[O:17])=[CH:10][CH:9]=2)=[N:6][CH:7]=1.CC(C)([O-])C.[Na+].Cl.[C:43]([CH:47]1[CH2:52][CH2:51][NH:50][CH2:49][CH2:48]1)([CH3:46])([CH3:45])[CH3:44].C1(P(C2CCCCC2)C2C=CC=CC=2C2C=CC=CC=2N(C)C)CCCCC1. (6) Given the product [F:21][C:22]1[CH:32]=[CH:31][CH:30]=[CH:29][C:23]=1/[CH:24]=[CH:25]/[C:26]([NH:1][CH2:2][C:3]1[CH:4]=[N:5][CH:6]=[CH:7][CH:8]=1)=[O:27], predict the reactants needed to synthesize it. The reactants are: [NH2:1][CH2:2][C:3]1[CH:4]=[N:5][CH:6]=[CH:7][CH:8]=1.CCN=C=NCCCN(C)C.Cl.[F:21][C:22]1[CH:32]=[CH:31][CH:30]=[CH:29][C:23]=1[CH:24]=[CH:25][C:26](O)=[O:27].